This data is from NCI-60 drug combinations with 297,098 pairs across 59 cell lines. The task is: Regression. Given two drug SMILES strings and cell line genomic features, predict the synergy score measuring deviation from expected non-interaction effect. (1) Drug 1: CC1=C(C=C(C=C1)NC(=O)C2=CC=C(C=C2)CN3CCN(CC3)C)NC4=NC=CC(=N4)C5=CN=CC=C5. Drug 2: C1C(C(OC1N2C=NC(=NC2=O)N)CO)O. Cell line: OVCAR-8. Synergy scores: CSS=13.1, Synergy_ZIP=-1.78, Synergy_Bliss=0.416, Synergy_Loewe=-4.67, Synergy_HSA=0.498. (2) Drug 1: C1=CC(=CC=C1CCC2=CNC3=C2C(=O)NC(=N3)N)C(=O)NC(CCC(=O)O)C(=O)O. Drug 2: CC(C1=C(C=CC(=C1Cl)F)Cl)OC2=C(N=CC(=C2)C3=CN(N=C3)C4CCNCC4)N. Cell line: HCC-2998. Synergy scores: CSS=28.4, Synergy_ZIP=-2.28, Synergy_Bliss=-3.64, Synergy_Loewe=-9.85, Synergy_HSA=-1.31. (3) Drug 1: CC1=C(C(=CC=C1)Cl)NC(=O)C2=CN=C(S2)NC3=CC(=NC(=N3)C)N4CCN(CC4)CCO. Drug 2: C1CN(CCN1C(=O)CCBr)C(=O)CCBr. Cell line: 786-0. Synergy scores: CSS=17.4, Synergy_ZIP=-7.25, Synergy_Bliss=-1.15, Synergy_Loewe=-5.62, Synergy_HSA=-2.28.